This data is from Kir2.1 potassium channel HTS with 301,493 compounds. The task is: Binary Classification. Given a drug SMILES string, predict its activity (active/inactive) in a high-throughput screening assay against a specified biological target. (1) The compound is o1nc(nc1CCC(=O)Nc1ccc(cc1)C(OCC)=O)c1ccc(cc1)C. The result is 0 (inactive). (2) The molecule is O=C(Nc1nn(CC(C)C)c2nc3c(cc12)cc(OC)cc3)CC(C)C. The result is 0 (inactive). (3) The drug is Fc1cc(c(NC(=O)Nc2cc3OCOc3cc2)cc1)C. The result is 0 (inactive). (4) The molecule is Brc1ccc(S(=O)(=O)N2CCN=C2SCc2cc(F)ccc2)cc1. The result is 0 (inactive). (5) The drug is Brc1cc(CNc2cc(OC)c(NC(=O)C(C)C)cc2)cc(OCC)c1OCC=C. The result is 0 (inactive). (6) The molecule is O=C(N(CCCC)CCCC)c1c(NC(=O)CN2C(=O)c3c(C2=O)cccc3)cccc1. The result is 0 (inactive). (7) The compound is S(c1nc2c(nc1N1CCCC1)cccc2)CC(=O)Nc1cc(OC)ccc1. The result is 0 (inactive). (8) The compound is Clc1ccc(CNC(=O)NCC(F)(F)F)cc1. The result is 0 (inactive).